From a dataset of Reaction yield outcomes from USPTO patents with 853,638 reactions. Predict the reaction yield, written as a fraction of the theoretical maximum amount of product (1.0 means a 100% yield; for example, 0.34 means a 34% yield). (1) The reactants are [CH2:1]([C@@H:6]1[CH2:10][CH2:9][CH2:8][C@H:7]1[OH:11])[CH2:2][CH2:3][CH:4]=[CH2:5].[C:12](OC=C)(=[O:14])[CH3:13]. The catalyst is CCOCC. The product is [C:12]([O:11][C@@H:7]1[CH2:8][CH2:9][CH2:10][C@H:6]1[CH2:1][CH2:2][CH2:3][CH:4]=[CH2:5])(=[O:14])[CH3:13]. The yield is 0.430. (2) The reactants are [F:1][C:2]1[CH:10]=[C:9]2[C:5]([C:6]([CH:11]=O)=[CH:7][NH:8]2)=[CH:4][CH:3]=1.[H-].[Al+3].[Li+].[H-].[H-].[H-]. The catalyst is O1CCCC1. The product is [F:1][C:2]1[CH:10]=[C:9]2[C:5]([C:6]([CH3:11])=[CH:7][NH:8]2)=[CH:4][CH:3]=1. The yield is 0.838. (3) The reactants are [CH2:1]([O:3][C:4](=[O:22])[C:5]1[CH:10]=[C:9]([O:11][CH2:12]COC)[C:8](OCCOC)=[CH:7][C:6]=1[NH2:21])C.N1C=CC=CC=1.[Cl:29][CH2:30][C:31]1[CH:32]=[C:33]([CH:37]=[CH:38][CH:39]=1)[C:34](O)=[O:35]. The catalyst is C(Cl)Cl. The product is [CH3:1][O:3][C:4](=[O:22])[C:5]1[CH:10]=[C:9]([O:11][CH3:12])[CH:8]=[CH:7][C:6]=1[NH:21][C:34](=[O:35])[C:33]1[CH:37]=[CH:38][CH:39]=[C:31]([CH2:30][Cl:29])[CH:32]=1. The yield is 0.750. (4) The reactants are [H-].[Al+3].[Li+].[H-].[H-].[H-].CON(C)[C:10]([CH:12]1[CH2:17][CH2:16][N:15]([C:18]([OH:20])=[O:19])[CH2:14][CH2:13]1)=[O:11]. The catalyst is CCOCC. The product is [C:12]([O:20][C:18]([N:15]1[CH2:14][CH2:13][CH:12]([CH:10]=[O:11])[CH2:17][CH2:16]1)=[O:19])([CH3:17])([CH3:13])[CH3:10]. The yield is 0.840. (5) The yield is 0.680. The reactants are [NH2:1][C:2]1[CH:7]=[CH:6][CH:5]=[C:4]([C:8]([CH:10]2[CH2:15][CH2:14][N:13]([CH3:16])[CH2:12][CH2:11]2)=[O:9])[N:3]=1.[F:17][C:18]([F:30])([F:29])[C:19]1[CH:27]=[C:26]([F:28])[CH:25]=[CH:24][C:20]=1[C:21]([Cl:23])=[O:22]. The catalyst is O1CCOCC1. The product is [ClH:23].[F:29][C:18]([F:17])([F:30])[C:19]1[CH:27]=[C:26]([F:28])[CH:25]=[CH:24][C:20]=1[C:21]([NH:1][C:2]1[CH:7]=[CH:6][CH:5]=[C:4]([C:8]([CH:10]2[CH2:15][CH2:14][N:13]([CH3:16])[CH2:12][CH2:11]2)=[O:9])[N:3]=1)=[O:22].